This data is from Full USPTO retrosynthesis dataset with 1.9M reactions from patents (1976-2016). The task is: Predict the reactants needed to synthesize the given product. (1) Given the product [ClH:70].[ClH:70].[NH2:40][C@@H:37]1[CH2:38][CH2:39][N:35]([C:28]([C:27]2[CH:31]=[CH:32][C:24]([NH:23][C:21]3[CH:20]=[N:19][CH:18]=[C:17]([C:9]4[NH:8][C:16]5[C:11]([CH:10]=4)=[CH:12][CH:13]=[CH:14][CH:15]=5)[N:22]=3)=[C:25]([O:33][CH3:34])[CH:26]=2)=[O:30])[CH2:36]1, predict the reactants needed to synthesize it. The reactants are: C(OC([N:8]1[C:16]2[C:11](=[CH:12][CH:13]=[CH:14][CH:15]=2)[CH:10]=[C:9]1[C:17]1[N:22]=[C:21]([NH:23][C:24]2[CH:32]=[CH:31][C:27]([C:28]([OH:30])=O)=[CH:26][C:25]=2[O:33][CH3:34])[CH:20]=[N:19][CH:18]=1)=O)(C)(C)C.[NH:35]1[CH2:39][CH2:38][C@@H:37]([NH:40]C(=O)OC(C)(C)C)[CH2:36]1.CN(C(ON1N=NC2C=CC=CC1=2)=[N+](C)C)C.[B-](F)(F)(F)F.[ClH:70].CCOCC. (2) Given the product [CH2:1]([C@H:8]1[CH2:12][O:11][C:10](=[O:13])[N:9]1[C:14](=[O:35])[C@@H:15]([O:32][CH2:33][CH3:34])[CH2:16][C:17]1[CH:22]=[CH:21][C:20]([OH:23])=[CH:19][C:18]=1[CH3:31])[C:2]1[CH:3]=[CH:4][CH:5]=[CH:6][CH:7]=1, predict the reactants needed to synthesize it. The reactants are: [CH2:1]([C@H:8]1[CH2:12][O:11][C:10](=[O:13])[N:9]1[C:14](=[O:35])[C@@H:15]([O:32][CH2:33][CH3:34])[CH2:16][C:17]1[CH:22]=[CH:21][C:20]([O:23]CC2C=CC=CC=2)=[CH:19][C:18]=1[CH3:31])[C:2]1[CH:7]=[CH:6][CH:5]=[CH:4][CH:3]=1.